Predict which catalyst facilitates the given reaction. From a dataset of Catalyst prediction with 721,799 reactions and 888 catalyst types from USPTO. (1) Reactant: [CH2:1]=O.[CH2:3]([O:10][C:11]1[CH:16]=[CH:15][N:14]([C:17]2[CH:22]=[CH:21][C:20]([NH:23][CH2:24][CH2:25][N:26]([CH2:29][CH3:30])[CH2:27][CH3:28])=[CH:19][CH:18]=2)[C:13](=[O:31])[CH:12]=1)[C:4]1[CH:9]=[CH:8][CH:7]=[CH:6][CH:5]=1.[OH-].[Na+]. Product: [CH2:27]([N:26]([CH2:29][CH3:30])[CH2:25][CH2:24][N:23]([CH3:1])[C:20]1[CH:19]=[CH:18][C:17]([N:14]2[CH:15]=[CH:16][C:11]([O:10][CH2:3][C:4]3[CH:9]=[CH:8][CH:7]=[CH:6][CH:5]=3)=[CH:12][C:13]2=[O:31])=[CH:22][CH:21]=1)[CH3:28]. The catalyst class is: 5. (2) Reactant: [C:1]([O:5][C:6](=[O:13])[NH:7][C@H:8]1[CH2:12][CH2:11][NH:10][CH2:9]1)([CH3:4])([CH3:3])[CH3:2].Br[C:15]1[CH:16]=[CH:17][C:18]([F:21])=[N:19][CH:20]=1.C(=O)([O-])[O-].[Cs+].[Cs+].C1(P(C2C=CC=CC=2)C2C=CC3C(=CC=CC=3)C=2C2C3C(=CC=CC=3)C=CC=2P(C2C=CC=CC=2)C2C=CC=CC=2)C=CC=CC=1. Product: [C:1]([O:5][C:6](=[O:13])[NH:7][C@H:8]1[CH2:12][CH2:11][N:10]([C:15]2[CH:20]=[N:19][C:18]([F:21])=[CH:17][CH:16]=2)[CH2:9]1)([CH3:4])([CH3:2])[CH3:3]. The catalyst class is: 11.